This data is from Forward reaction prediction with 1.9M reactions from USPTO patents (1976-2016). The task is: Predict the product of the given reaction. (1) Given the reactants [CH:1]1([CH:4]([C:11]2[CH:16]=[CH:15][CH:14]=[C:13]([CH2:17][O:18][C:19]3[CH:24]=[CH:23][C:22]([C:25]4[CH:30]=[C:29]([O:31][CH3:32])[CH:28]=[CH:27][C:26]=4[F:33])=[CH:21][C:20]=3[CH2:34][CH2:35][C:36]([CH3:39])([CH3:38])[CH3:37])[CH:12]=2)[CH2:5][C:6]([O:8]CC)=[O:7])[CH2:3][CH2:2]1.[OH-].[Na+].Cl, predict the reaction product. The product is: [CH:1]1([CH:4]([C:11]2[CH:16]=[CH:15][CH:14]=[C:13]([CH2:17][O:18][C:19]3[CH:24]=[CH:23][C:22]([C:25]4[CH:30]=[C:29]([O:31][CH3:32])[CH:28]=[CH:27][C:26]=4[F:33])=[CH:21][C:20]=3[CH2:34][CH2:35][C:36]([CH3:39])([CH3:38])[CH3:37])[CH:12]=2)[CH2:5][C:6]([OH:8])=[O:7])[CH2:2][CH2:3]1. (2) Given the reactants Cl.[NH2:2][CH2:3][CH:4]([OH:12])[CH2:5][C:6]1[CH:11]=[CH:10][CH:9]=[CH:8][CH:7]=1.[H-].[Na+].Cl[C:16]1[CH:17]=[CH:18][C:19]2[N:20]([C:22]([C:25]3[O:33][C:32]4[CH:31]=[CH:30][N:29]=[C:28]([O:34][CH3:35])[C:27]=4[CH:26]=3)=[CH:23][N:24]=2)[N:21]=1, predict the reaction product. The product is: [CH3:35][O:34][C:28]1[C:27]2[CH:26]=[C:25]([C:22]3[N:20]4[N:21]=[C:16]([O:12][CH:4]([CH2:5][C:6]5[CH:7]=[CH:8][CH:9]=[CH:10][CH:11]=5)[CH2:3][NH2:2])[CH:17]=[CH:18][C:19]4=[N:24][CH:23]=3)[O:33][C:32]=2[CH:31]=[CH:30][N:29]=1.